Predict the product of the given reaction. From a dataset of Forward reaction prediction with 1.9M reactions from USPTO patents (1976-2016). (1) Given the reactants [F:1][C:2]1[CH:7]=[CH:6][C:5]([CH:8]2[CH2:12][N:11]([S:13]([C:16]3[N:17]=[CH:18][N:19]([CH3:21])[CH:20]=3)(=[O:15])=[O:14])[CH2:10][CH:9]2[NH2:22])=[CH:4][CH:3]=1.[Cl:23][C:24]1[N:25]=[N:26][C:27](Cl)=[CH:28][CH:29]=1.C(N(CC)C(C)C)(C)C, predict the reaction product. The product is: [Cl:23][C:24]1[N:25]=[N:26][C:27]([NH:22][CH:9]2[CH:8]([C:5]3[CH:6]=[CH:7][C:2]([F:1])=[CH:3][CH:4]=3)[CH2:12][N:11]([S:13]([C:16]3[N:17]=[CH:18][N:19]([CH3:21])[CH:20]=3)(=[O:15])=[O:14])[CH2:10]2)=[CH:28][CH:29]=1. (2) Given the reactants [Cl:1][C:2]1[CH:3]=[CH:4][C:5]2[N:10]([CH2:11][O:12][CH2:13][CH2:14][Si:15]([CH3:18])([CH3:17])[CH3:16])[C:9](=[O:19])[CH2:8][NH:7][C:6]=2[N:20]=1.C(N(CC)CC)C.Cl[C:29](Cl)([O:31]C(=O)OC(Cl)(Cl)Cl)Cl.Cl.[F:41][C:42]([F:55])([F:54])[O:43][C:44]1[CH:49]=[CH:48][C:47]([CH:50]([NH2:53])[CH2:51][CH3:52])=[CH:46][CH:45]=1, predict the reaction product. The product is: [Cl:1][C:2]1[CH:3]=[CH:4][C:5]2[N:10]([CH2:11][O:12][CH2:13][CH2:14][Si:15]([CH3:16])([CH3:17])[CH3:18])[C:9](=[O:19])[CH2:8][N:7]([C:29]([NH:53][CH:50]([C:47]3[CH:46]=[CH:45][C:44]([O:43][C:42]([F:54])([F:55])[F:41])=[CH:49][CH:48]=3)[CH2:51][CH3:52])=[O:31])[C:6]=2[N:20]=1.